Dataset: Forward reaction prediction with 1.9M reactions from USPTO patents (1976-2016). Task: Predict the product of the given reaction. (1) The product is: [N:18]1[CH:17]=[CH:16][CH:21]=[CH:20][C:19]=1[C:26]([CH:7]1[CH2:8][C:2]2[S:1][CH:5]=[CH:4][C:3]=2[C:6]1=[O:9])=[O:27]. Given the reactants [S:1]1[CH:5]=[CH:4][C:3]2[C:6](=[O:9])[CH2:7][CH2:8][C:2]1=2.[H-].[Na+].C(OC(=O)[C:16]1[CH:21]=[CH:20][CH:19]=[N:18][CH:17]=1)C.Cl.C1C[O:27][CH2:26]C1, predict the reaction product. (2) The product is: [CH3:35][O:36][N:37]1[CH2:42][CH2:41][C:40](=[CH:2][O:3][CH3:4])[CH2:39][CH2:38]1. Given the reactants [Cl-].[CH3:2][O:3][CH2:4][P+](C1C=CC=CC=1)(C1C=CC=CC=1)C1C=CC=CC=1.[Li]CCCC.CCCCCC.[CH3:35][O:36][N:37]1[CH2:42][CH2:41][C:40](=O)[CH2:39][CH2:38]1, predict the reaction product. (3) Given the reactants F[P-](F)(F)(F)(F)F.N1(O[P+](N(C)C)(N(C)C)N(C)C)C2C=CC=CC=2N=N1.[CH:28]1([CH2:34][C@H:35]([N:39]2[CH2:47][C:46]3[C:41](=[CH:42][CH:43]=[CH:44][C:45]=3[Cl:48])[C:40]2=[O:49])[C:36]([OH:38])=O)[CH2:33][CH2:32][CH2:31][CH2:30][CH2:29]1.Cl.[NH2:51][C:52]1[S:53][C:54]([Cl:57])=[CH:55][N:56]=1.C1(C[C@H](N2CC3C(=CC=CC=3)C2=O)C(NC2SC=CN=2)=O)CCCCC1, predict the reaction product. The product is: [Cl:57][C:54]1[S:53][C:52]([NH:51][C:36](=[O:38])[C@@H:35]([N:39]2[CH2:47][C:46]3[C:41](=[CH:42][CH:43]=[CH:44][C:45]=3[Cl:48])[C:40]2=[O:49])[CH2:34][CH:28]2[CH2:29][CH2:30][CH2:31][CH2:32][CH2:33]2)=[N:56][CH:55]=1. (4) Given the reactants [CH2:1]([N:3]1[CH:8]=[C:7]([C:9]([O:11]C)=[O:10])[CH:6]=[CH:5][C:4]1=[O:13])[CH3:2].O.[OH-].[Li+].Cl, predict the reaction product. The product is: [CH2:1]([N:3]1[CH:8]=[C:7]([C:9]([OH:11])=[O:10])[CH:6]=[CH:5][C:4]1=[O:13])[CH3:2]. (5) Given the reactants [Cl:1][C:2]1[CH:7]=[CH:6][C:5]([C:8]2[C:12]3[CH2:13][NH:14][CH2:15][CH2:16][C:11]=3[N:10]([CH2:17][CH:18]([OH:34])[CH2:19][N:20]3[CH2:25][CH2:24][N:23]([C:26]4[CH:33]=[CH:32][CH:31]=[CH:30][C:27]=4[C:28]#[N:29])[CH2:22][CH2:21]3)[N:9]=2)=[CH:4][C:3]=1[CH3:35].Cl[C:37](=[O:42])[C:38]([O:40][CH3:41])=[O:39].CO.C(Cl)Cl, predict the reaction product. The product is: [CH3:41][O:40][C:38](=[O:39])[C:37]([N:14]1[CH2:15][CH2:16][C:11]2[N:10]([CH2:17][CH:18]([OH:34])[CH2:19][N:20]3[CH2:25][CH2:24][N:23]([C:26]4[CH:33]=[CH:32][CH:31]=[CH:30][C:27]=4[C:28]#[N:29])[CH2:22][CH2:21]3)[N:9]=[C:8]([C:5]3[CH:6]=[CH:7][C:2]([Cl:1])=[C:3]([CH3:35])[CH:4]=3)[C:12]=2[CH2:13]1)=[O:42]. (6) Given the reactants C([O:4][CH:5]1[CH2:14][C:13]2[C:8](=[CH:9][CH:10]=[CH:11][C:12]=2[N+:15]([O-:17])=[O:16])[O:7][CH2:6]1)(=O)C.[OH-].[Na+].Cl, predict the reaction product. The product is: [N+:15]([C:12]1[CH:11]=[CH:10][CH:9]=[C:8]2[C:13]=1[CH2:14][CH:5]([OH:4])[CH2:6][O:7]2)([O-:17])=[O:16].